This data is from Full USPTO retrosynthesis dataset with 1.9M reactions from patents (1976-2016). The task is: Predict the reactants needed to synthesize the given product. (1) Given the product [CH2:2]([N:4]([CH2:5][CH2:6][CH2:7][C:8]([NH:10][CH2:11][CH2:12][F:13])=[O:9])[C:34]([C:19]1[CH:20]=[C:21]2[C:16](=[CH:17][CH:18]=1)[N:15]([CH3:14])[C:27]1[CH2:26][CH2:25][CH:24]([CH:28]3[CH2:33][CH2:32][O:31][CH2:30][CH2:29]3)[CH2:23][C:22]2=1)=[O:35])[CH3:3], predict the reactants needed to synthesize it. The reactants are: [Cl-].[CH2:2]([NH2+:4][CH2:5][CH2:6][CH2:7][C:8]([NH:10][CH2:11][CH2:12][F:13])=[O:9])[CH3:3].[CH3:14][N:15]1[C:27]2[CH2:26][CH2:25][CH:24]([CH:28]3[CH2:33][CH2:32][O:31][CH2:30][CH2:29]3)[CH2:23][C:22]=2[C:21]2[C:16]1=[CH:17][CH:18]=[C:19]([C:34](O)=[O:35])[CH:20]=2.CCN(C(C)C)C(C)C.CN(C(ON1N=NC2C=CC=NC1=2)=[N+](C)C)C.F[P-](F)(F)(F)(F)F. (2) Given the product [Cl:28][C:24]1[CH:23]=[C:22]([CH2:21][N:15]2[C:16]([CH3:20])([CH3:19])[C:17](=[O:18])[N:13]([C:10]3[CH:11]=[C:12]4[C:7]([C:6]([CH3:31])([CH3:30])[CH2:5][NH:4]4)=[CH:8][CH:9]=3)[C:14]2=[O:29])[CH:27]=[CH:26][N:25]=1, predict the reactants needed to synthesize it. The reactants are: C([N:4]1[C:12]2[C:7](=[CH:8][CH:9]=[C:10]([N:13]3[C:17](=[O:18])[C:16]([CH3:20])([CH3:19])[N:15]([CH2:21][C:22]4[CH:27]=[CH:26][N:25]=[C:24]([Cl:28])[CH:23]=4)[C:14]3=[O:29])[CH:11]=2)[C:6]([CH3:31])([CH3:30])[CH2:5]1)(=O)C.Cl. (3) Given the product [S:25]1[CH:29]=[CH:28][N:27]=[C:26]1[C:30]1[CH:31]=[CH:32][C:33]([CH2:34][NH:35][S:36]([C:12]2[CH:11]=[N:10][CH:9]=[CH:14][CH:13]=2)(=[O:38])=[O:37])=[CH:45][CH:46]=1, predict the reactants needed to synthesize it. The reactants are: C(OC(=O)CN(C(OC(C)(C)C)=O)[C:9]1[CH:14]=[CH:13][CH:12]=[C:11](CO)[N:10]=1)(C)(C)C.[S:25]1[CH:29]=[CH:28][N:27]=[C:26]1[C:30]1[CH:46]=[CH:45][C:33]([CH2:34][NH:35][S:36](C2C=CC=CN=2)(=[O:38])=[O:37])=[CH:32][CH:31]=1. (4) Given the product [Cl:18][C:15]1[CH:16]=[CH:17][C:12]([CH:11]([C:19]2[CH:24]=[CH:23][C:22]([Cl:25])=[CH:21][CH:20]=2)[N:9]2[CH2:10][CH:7]([NH2:1])[CH2:8]2)=[CH:13][CH:14]=1, predict the reactants needed to synthesize it. The reactants are: [NH3:1].CS(O[CH:7]1[CH2:10][N:9]([CH:11]([C:19]2[CH:24]=[CH:23][C:22]([Cl:25])=[CH:21][CH:20]=2)[C:12]2[CH:17]=[CH:16][C:15]([Cl:18])=[CH:14][CH:13]=2)[CH2:8]1)(=O)=O.